This data is from Reaction yield outcomes from USPTO patents with 853,638 reactions. The task is: Predict the reaction yield, written as a fraction of the theoretical maximum amount of product (1.0 means a 100% yield; for example, 0.34 means a 34% yield). (1) The reactants are [N:1]1[CH:6]=[CH:5][C:4]([NH:7][C:8](=[O:15])OCC(Cl)(Cl)Cl)=[CH:3][CH:2]=1.[O:16]1[CH:20]=[CH:19][C:18]([C:21]2[N:25]=[C:24]([N:26]3[CH2:31][CH2:30][NH:29][CH2:28][CH2:27]3)[S:23][N:22]=2)=[CH:17]1.C(N(C(C)C)CC)(C)C.O. The catalyst is CS(C)=O. The product is [O:16]1[CH:20]=[CH:19][C:18]([C:21]2[N:25]=[C:24]([N:26]3[CH2:27][CH2:28][N:29]([C:8]([NH:7][C:4]4[CH:3]=[CH:2][N:1]=[CH:6][CH:5]=4)=[O:15])[CH2:30][CH2:31]3)[S:23][N:22]=2)=[CH:17]1. The yield is 0.308. (2) The reactants are Br[C:2]1[N:6]2[N:7]=[C:8]([O:11][CH3:12])[CH:9]=[CH:10][C:5]2=[N:4][C:3]=1[C:13]1[CH:18]=[CH:17][C:16]([CH3:19])=[C:15]([N+:20]([O-:22])=[O:21])[CH:14]=1.[F:23][C:24]1[CH:29]=[CH:28][C:27](B(O)O)=[CH:26][CH:25]=1.C([O-])([O-])=O.[Na+].[Na+]. The catalyst is CC(O)C.O. The product is [F:23][C:24]1[CH:29]=[CH:28][C:27]([C:2]2[N:6]3[N:7]=[C:8]([O:11][CH3:12])[CH:9]=[CH:10][C:5]3=[N:4][C:3]=2[C:13]2[CH:18]=[CH:17][C:16]([CH3:19])=[C:15]([N+:20]([O-:22])=[O:21])[CH:14]=2)=[CH:26][CH:25]=1. The yield is 0.880. (3) The reactants are Br[C:2]1[CH:3]=[CH:4][C:5]([C:8]#[N:9])=[N:6][CH:7]=1.[CH:10]1([C:16]#[CH:17])[CH2:15][CH2:14][CH2:13][CH2:12][CH2:11]1.C(N(CC)CC)C.C1COCC1. The catalyst is C([O-])(O)=O.[Na+].CCOC(C)=O.Cl[Pd](Cl)([P](C1C=CC=CC=1)(C1C=CC=CC=1)C1C=CC=CC=1)[P](C1C=CC=CC=1)(C1C=CC=CC=1)C1C=CC=CC=1.[Cu]I. The product is [CH:10]1([C:16]#[C:17][C:2]2[CH:3]=[CH:4][C:5]([C:8]#[N:9])=[N:6][CH:7]=2)[CH2:15][CH2:14][CH2:13][CH2:12][CH2:11]1. The yield is 0.740.